Predict the product of the given reaction. From a dataset of Forward reaction prediction with 1.9M reactions from USPTO patents (1976-2016). Given the reactants [C:1](O)([C:3](F)(F)F)=[O:2].[N:8]1[C:17]2[C:12](=[CH:13][C:14]([CH2:18][C:19]3[N:23]4[N:24]=[C:25]([C:28]5[CH:29]=[N:30][N:31]([C:33]6([CH2:39][C:40]#[N:41])[CH2:38][CH2:37][NH:36][CH2:35][CH2:34]6)[CH:32]=5)[CH:26]=[N:27][C:22]4=[N:21][CH:20]=3)=[CH:15][CH:16]=2)[CH:11]=[CH:10][CH:9]=1, predict the reaction product. The product is: [C:1]([N:36]1[CH2:37][CH2:38][C:33]([CH2:39][C:40]#[N:41])([N:31]2[CH:32]=[C:28]([C:25]3[CH:26]=[N:27][C:22]4[N:23]([C:19]([CH2:18][C:14]5[CH:13]=[C:12]6[C:17](=[CH:16][CH:15]=5)[N:8]=[CH:9][CH:10]=[CH:11]6)=[CH:20][N:21]=4)[N:24]=3)[CH:29]=[N:30]2)[CH2:34][CH2:35]1)(=[O:2])[CH3:3].